This data is from Tox21: 12 toxicity assays (nuclear receptors and stress response pathways). The task is: Binary classification across 12 toxicity assays. (1) The compound is CC[C@@H]1C=C(C)C[C@H](C)C[C@H](OC)[C@H]2O[C@@](O)(C(=O)C(=O)N3CCCC[C@H]3C(=O)O[C@H](/C(C)=C/[C@@H]3CC[C@@H](Cl)[C@H](OC)C3)[C@H](C)[C@@H](O)CC1=O)[C@H](C)C[C@@H]2OC. It tested positive (active) for: NR-ER (Estrogen Receptor agonist activity), and NR-ER-LBD (Estrogen Receptor Ligand Binding Domain agonist). (2) The drug is Oc1ccc(C2(c3ccc(O)cc3)CCCCC2)cc1. It tested positive (active) for: NR-ER (Estrogen Receptor agonist activity), NR-ER-LBD (Estrogen Receptor Ligand Binding Domain agonist), SR-ARE (Antioxidant Response Element (oxidative stress)), SR-HSE (Heat Shock Element response), and SR-MMP (Mitochondrial Membrane Potential disruption). (3) The molecule is O=C(CCCN1CCC(n2c(=S)[nH]c3ccccc32)CC1)c1ccc(F)cc1. It tested positive (active) for: NR-AhR (Aryl hydrocarbon Receptor agonist activity), and NR-Aromatase (Aromatase enzyme inhibition). (4) The drug is COc1cc(CNC(=O)CCCC/C=C/C(C)C)ccc1O. It tested positive (active) for: NR-Aromatase (Aromatase enzyme inhibition), and SR-ARE (Antioxidant Response Element (oxidative stress)).